Task: Predict the reaction yield, written as a fraction of the theoretical maximum amount of product (1.0 means a 100% yield; for example, 0.34 means a 34% yield).. Dataset: Reaction yield outcomes from USPTO patents with 853,638 reactions The product is [C:1]([O:5][C:6]([NH:8][CH2:9][CH2:10][CH2:11][O:12][C:13]1[CH:14]=[CH:15][C:16]([NH2:23])=[C:17]([C:19](=[O:22])[CH2:20][CH3:21])[CH:18]=1)=[O:7])([CH3:2])([CH3:3])[CH3:4]. The catalyst is C(O)C.[C].[Pd]. The yield is 0.830. The reactants are [C:1]([O:5][C:6]([NH:8][CH2:9][CH2:10][CH2:11][O:12][C:13]1[CH:14]=[CH:15][C:16]([N+:23]([O-])=O)=[C:17]([C:19](=[O:22])[CH:20]=[CH2:21])[CH:18]=1)=[O:7])([CH3:4])([CH3:3])[CH3:2].